Task: Predict the product of the given reaction.. Dataset: Forward reaction prediction with 1.9M reactions from USPTO patents (1976-2016) (1) Given the reactants [C:1]([C:3]1[CH:4]=[CH:5][C:6]2[O:10][C:9]([CH:11]([OH:31])[C:12]3[C:20]([O:21][CH3:22])=[CH:19][C:18]([CH3:23])=[C:17]4[C:13]=3[CH:14]=[CH:15][N:16]4C(OC(C)(C)C)=O)=[N:8][C:7]=2[CH:32]=1)#[N:2].C([O-])([O-])=O.[Cs+].[Cs+], predict the reaction product. The product is: [OH:31][CH:11]([C:12]1[C:20]([O:21][CH3:22])=[CH:19][C:18]([CH3:23])=[C:17]2[C:13]=1[CH:14]=[CH:15][NH:16]2)[C:9]1[O:10][C:6]2[CH:5]=[CH:4][C:3]([C:1]#[N:2])=[CH:32][C:7]=2[N:8]=1. (2) Given the reactants [CH2:1]1[C:6](=[O:7])[O:5][CH2:4][C:2]1=O.[Cl:8][C:9]1[N:14]=[CH:13][C:12]([CH2:15][NH:16][CH3:17])=[CH:11][C:10]=1[F:18], predict the reaction product. The product is: [Cl:8][C:9]1[N:14]=[CH:13][C:12]([CH2:15][N:16]([CH3:17])[C:2]2[CH2:4][O:5][C:6](=[O:7])[CH:1]=2)=[CH:11][C:10]=1[F:18]. (3) Given the reactants [OH-].[Na+].[F:3][C:4]1[CH:9]=[CH:8][CH:7]=[CH:6][C:5]=1[NH:10][C:11]1[O:15][C:14]([C:16]([NH:18][CH:19]2[CH2:24][CH2:23][N:22]([C:25]3[CH:34]=[CH:33][C:28]([C:29]([O:31]C)=[O:30])=[CH:27][N:26]=3)[CH2:21][CH2:20]2)=[O:17])=[N:13][N:12]=1.Cl, predict the reaction product. The product is: [F:3][C:4]1[CH:9]=[CH:8][CH:7]=[CH:6][C:5]=1[NH:10][C:11]1[O:15][C:14]([C:16]([NH:18][CH:19]2[CH2:24][CH2:23][N:22]([C:25]3[CH:34]=[CH:33][C:28]([C:29]([OH:31])=[O:30])=[CH:27][N:26]=3)[CH2:21][CH2:20]2)=[O:17])=[N:13][N:12]=1. (4) Given the reactants [F:1][C:2]([C:5]1[CH:9]=[C:8]([NH2:10])[N:7]([C:11]2[CH:12]=[N:13][CH:14]=[CH:15][CH:16]=2)[N:6]=1)([F:4])[CH3:3].Cl[C:18]([O:20][C:21]1[CH:26]=[CH:25][CH:24]=[CH:23][CH:22]=1)=[O:19], predict the reaction product. The product is: [F:4][C:2]([C:5]1[CH:9]=[C:8]([NH:10][C:18](=[O:19])[O:20][C:21]2[CH:26]=[CH:25][CH:24]=[CH:23][CH:22]=2)[N:7]([C:11]2[CH:12]=[N:13][CH:14]=[CH:15][CH:16]=2)[N:6]=1)([F:1])[CH3:3]. (5) Given the reactants [NH2:1][CH:2]([C:10]([OH:12])=[O:11])[CH2:3][CH2:4][CH2:5][NH:6][C:7](=[NH:9])[NH2:8].[OH-].[NH4+].OO.[Ce:17].N[C@H](C(O)=O)CCCNC(=N)N, predict the reaction product. The product is: [NH2:1][CH:2]([C:10]([OH:12])=[O:11])[CH2:3][CH2:4][CH2:5][NH:6][C:7](=[NH:8])[NH2:9].[Ce:17].